From a dataset of Drug-target binding data from BindingDB using IC50 measurements. Regression. Given a target protein amino acid sequence and a drug SMILES string, predict the binding affinity score between them. We predict pIC50 (pIC50 = -log10(IC50 in M); higher means more potent). Dataset: bindingdb_ic50. (1) The drug is COc1ccccc1OCC(O)CN1CCN(CC(=O)Nc2c(C)cccc2C)CC1. The target protein sequence is GLLQRPPKPTALAAHGQLPGCMATSSSPPPPESQKVPPARKETRFEEDKQPGQGTPGDTEPVCVPIAMAESDTDDQEEDEENSLGTEEESSKQQESQPVSGSPEAVPERGAWSQVSETASSEASVAQADWRQQRKVEPPAPGCSEAPEDSYSEGSTADM. The pIC50 is 5.2. (2) The drug is Cc1cn([C@@H]2CN(C(=S)P(=O)(O)O)C[C@@H]2O)c(=O)[nH]c1=O. The target protein (Q5FVR2) has sequence MAAPGTPPPLAPETAGADSGGGSGEHRQLPELIRLKRNGGHLSEADIRNFVHALMDGRAQDTQIGAMLMAIRLQGMDLEETSVLTQALAESGQQLEWPKAWHQQLVDKHSTGGVGDKVSLVLAPALAACGCKVPMISGRSLGHTGGTLDKLESIPGFSVTQSPEQMLQILEEVGCCIVGQSEKLVPADGILYAARDVTATVDSVPLITASILSKKAVEGLSTLVVDVKFGGAAVFPDQEKARELAKMLVRVGMGLGLQVAAALTAMDNPLGRNVGHTLEVEEALLCLDGAGPPDLRDLVIRLGGAILWLSGQAETQDQGAARVAAALDDGSALHRFQLMLSAQGVDPGLARALCSGSPTQRRQLLPHARKQEELLSPADGIVECVRALPLACVLHELGAGRSRAGQPIRPGVGAELLVDVGQWLSRGTPWLRVHLDGPALSSQQRRTLLGALVLSDRAPFKAPSPFAELVLPPTTP. The pIC50 is 7.8.